From a dataset of Full USPTO retrosynthesis dataset with 1.9M reactions from patents (1976-2016). Predict the reactants needed to synthesize the given product. (1) Given the product [F:33][C:32]([F:35])([F:34])[C:31]([OH:36])=[O:45].[F:38][C:39]1[CH:40]=[C:41]([C@:50]2([NH:60][C:61](=[O:74])[C:62]3[CH:67]=[CH:66][C:65]([C:68](=[O:73])[C:69]([F:71])([F:72])[F:70])=[CH:64][CH:63]=3)[C:55]3=[N:56][CH:57]=[CH:58][CH:59]=[C:54]3[O:53][CH2:52][CH2:51]2)[CH:42]=[CH:43][C:44]=1[O:45][C:46]([F:48])([F:47])[F:49], predict the reactants needed to synthesize it. The reactants are: FC1C=C([C@]2(NC(=O)C3C=CC([C@@H:31]([OH:36])[C:32]([F:35])([F:34])[F:33])=CC=3)C3=NC=CC=C3OCC2)C=CC=1OC(F)(F)F.[F:38][C:39]1[CH:40]=[C:41]([C@:50]2([NH:60][C:61](=[O:74])[C:62]3[CH:67]=[CH:66][C:65]([C@H:68]([OH:73])[C:69]([F:72])([F:71])[F:70])=[CH:64][CH:63]=3)[C:55]3=[N:56][CH:57]=[CH:58][CH:59]=[C:54]3[O:53][CH2:52][CH2:51]2)[CH:42]=[CH:43][C:44]=1[O:45][C:46]([F:49])([F:48])[F:47].CC(OI1(OC(C)=O)(OC(C)=O)OC(=O)C2C=CC=CC1=2)=O.C([O-])(O)=O.[Na+]. (2) Given the product [CH3:24][O:25][C:26](=[O:53])[CH:27]([C:29]1[CH:34]=[CH:33][CH:32]=[C:31]([NH:35][C:36]([NH:45][C:46]([O:48][C:49]([CH3:52])([CH3:51])[CH3:50])=[O:47])=[N:37][C:38]([O:40][C:41]([CH3:44])([CH3:43])[CH3:42])=[O:39])[CH:30]=1)[O:19][P:16]([C@@H:12]([NH:11][C:9]([O:8][CH2:1][C:2]1[CH:3]=[CH:4][CH:5]=[CH:6][CH:7]=1)=[O:10])[CH:13]([CH3:15])[CH3:14])([OH:18])=[O:17], predict the reactants needed to synthesize it. The reactants are: [CH2:1]([O:8][C:9]([NH:11][C@H:12]([P:16](=[O:19])([OH:18])[OH:17])[CH:13]([CH3:15])[CH3:14])=[O:10])[C:2]1[CH:7]=[CH:6][CH:5]=[CH:4][CH:3]=1.S(Cl)(Cl)=O.[CH3:24][O:25][C:26](=[O:53])[CH:27]([C:29]1[CH:34]=[CH:33][CH:32]=[C:31]([NH:35][C:36]([NH:45][C:46]([O:48][C:49]([CH3:52])([CH3:51])[CH3:50])=[O:47])=[N:37][C:38]([O:40][C:41]([CH3:44])([CH3:43])[CH3:42])=[O:39])[CH:30]=1)O.C([O-])(O)=O.[Na+]. (3) Given the product [F:1][C:2]([F:28])([F:27])[O:3][C:4]1[CH:5]=[CH:6][C:7]([N:10]2[CH:14]=[N:13][C:12]([C:15]3[CH:20]=[CH:19][C:18](/[C:21](/[CH3:26])=[CH:22]/[C:23]([N:52]=[N+:53]=[N-:54])=[O:25])=[CH:17][CH:16]=3)=[N:11]2)=[CH:8][CH:9]=1, predict the reactants needed to synthesize it. The reactants are: [F:1][C:2]([F:28])([F:27])[O:3][C:4]1[CH:9]=[CH:8][C:7]([N:10]2[CH:14]=[N:13][C:12]([C:15]3[CH:20]=[CH:19][C:18](/[C:21](/[CH3:26])=[CH:22]/[C:23]([OH:25])=O)=[CH:17][CH:16]=3)=[N:11]2)=[CH:6][CH:5]=1.C(N(CC)CC)C.P([N:52]=[N+:53]=[N-:54])(=O)(OC1C=CC=CC=1)OC1C=CC=CC=1. (4) The reactants are: [CH3:1][C:2]1[CH:7]=[CH:6][C:5]([C:8]2[CH:13]=[C:12]([CH:14]([OH:19])[C:15]([F:18])([F:17])[F:16])[CH:11]=[C:10]([C:20]([OH:22])=O)[CH:9]=2)=[CH:4][CH:3]=1.C1C=NC2N(O)N=NC=2C=1.CCN(C(C)C)C(C)C.[F:42][C:43]([F:47])([F:46])[CH2:44][NH2:45].C(Cl)CCl.C([O-])(O)=O.[Na+].[Li+].[Cl-]. Given the product [CH3:1][C:2]1[CH:7]=[CH:6][C:5]([C:8]2[CH:13]=[C:12]([CH:14]([OH:19])[C:15]([F:16])([F:18])[F:17])[CH:11]=[C:10]([C:20]([NH:45][CH2:44][C:43]([F:47])([F:46])[F:42])=[O:22])[CH:9]=2)=[CH:4][CH:3]=1, predict the reactants needed to synthesize it. (5) Given the product [CH3:26][O:27][C:28]1[CH:29]=[CH:30][C:31]2[CH2:32][C@H:33]3[N:44]([C:51]4[CH:52]=[CH:53][C:48]([N+:45]([O-:47])=[O:46])=[CH:49][CH:50]=4)[CH2:43][CH2:42][C@@:39]4([C:40]=2[CH:41]=1)[C@H:34]3[CH2:35][CH2:36][CH2:37][CH2:38]4, predict the reactants needed to synthesize it. The reactants are: P(C(C)(C)C)(C(C)(C)C)C(C)(C)C.CCCCCC.O(C(C)(C)C)[Na].[CH3:26][O:27][C:28]1[CH:29]=[CH:30][C:31]2[CH2:32][C@H:33]3[NH:44][CH2:43][CH2:42][C@@:39]4([C:40]=2[CH:41]=1)[C@H:34]3[CH2:35][CH2:36][CH2:37][CH2:38]4.[N+:45]([C:48]1[CH:53]=[CH:52][C:51](Br)=[CH:50][CH:49]=1)([O-:47])=[O:46]. (6) Given the product [NH2:6][C:5]1[NH:20][C:18]([CH3:19])=[C:17]([C:14]2[CH:15]=[CH:16][C:11]([O:10][CH3:9])=[CH:12][CH:13]=2)[C:4]=1[C:3]#[N:7], predict the reactants needed to synthesize it. The reactants are: [OH-].[Na+].[C:3](#[N:7])[CH2:4][C:5]#[N:6].Cl.[CH3:9][O:10][C:11]1[CH:16]=[CH:15][C:14]([C:17](=O)[CH:18]([NH2:20])[CH3:19])=[CH:13][CH:12]=1.C(#N)C(CC#N)O. (7) Given the product [C:27]1([C:26]2[NH:23][C:22]3[CH:21]=[CH:20][C:6]([NH:7][C:8]([CH:10]4[CH2:19][CH2:18][C:17]5[C:12](=[CH:13][CH:14]=[CH:15][CH:16]=5)[CH2:11]4)=[O:9])=[CH:5][C:4]=3[N:1]=2)[CH:32]=[CH:31][CH:30]=[CH:29][CH:28]=1, predict the reactants needed to synthesize it. The reactants are: [N+:1]([C:4]1[CH:5]=[C:6]([CH:20]=[CH:21][C:22]=1[N+:23]([O-])=O)[NH:7][C:8]([CH:10]1[CH2:19][CH2:18][C:17]2[C:12](=[CH:13][CH:14]=[CH:15][CH:16]=2)[CH2:11]1)=[O:9])([O-])=O.[CH:26](=O)[C:27]1[CH:32]=[CH:31][CH:30]=[CH:29][CH:28]=1.